Dataset: Peptide-MHC class I binding affinity with 185,985 pairs from IEDB/IMGT. Task: Regression. Given a peptide amino acid sequence and an MHC pseudo amino acid sequence, predict their binding affinity value. This is MHC class I binding data. (1) The peptide sequence is PLMGGAYIAFPTSCHMFI. The MHC is HLA-A02:03 with pseudo-sequence HLA-A02:03. The binding affinity (normalized) is 0.143. (2) The peptide sequence is KQIVIINPM. The MHC is HLA-B40:01 with pseudo-sequence HLA-B40:01. The binding affinity (normalized) is 0.494. (3) The peptide sequence is RPNRQLGSM. The MHC is HLA-A02:11 with pseudo-sequence HLA-A02:11. The binding affinity (normalized) is 0.0847. (4) The peptide sequence is NKQYIHCFRK. The MHC is HLA-A33:01 with pseudo-sequence HLA-A33:01. The binding affinity (normalized) is 0.0967. (5) The peptide sequence is YIFRNTINM. The MHC is HLA-B35:01 with pseudo-sequence HLA-B35:01. The binding affinity (normalized) is 0.592.